This data is from Forward reaction prediction with 1.9M reactions from USPTO patents (1976-2016). The task is: Predict the product of the given reaction. Given the reactants [Br:1][C:2]1[CH:7]=[CH:6][C:5]([OH:8])=[CH:4][CH:3]=1.[O:9]1[CH:14]=[CH:13][CH2:12][CH2:11][CH2:10]1, predict the reaction product. The product is: [Br:1][C:2]1[CH:7]=[CH:6][C:5]([O:8][CH:10]2[CH2:11][CH2:12][CH2:13][CH2:14][O:9]2)=[CH:4][CH:3]=1.